This data is from Forward reaction prediction with 1.9M reactions from USPTO patents (1976-2016). The task is: Predict the product of the given reaction. (1) Given the reactants I[C:2]1[CH:7]=[CH:6][C:5]([C:8]2[CH:13]=[CH:12][C:11]([CH2:14][CH3:15])=[C:10]([CH:16]3[C:21](=[O:22])[C:20]([CH3:24])([CH3:23])[O:19][C:18]([CH3:26])([CH3:25])[C:17]3=[O:27])[CH:9]=2)=[CH:4][CH:3]=1.[CH3:28][Si:29]([C:32]#[CH:33])([CH3:31])[CH3:30].C1(P(C2C=CC=CC=2)C2C=CC=CC=2)C=CC=CC=1.C(NCC)C, predict the reaction product. The product is: [CH2:14]([C:11]1[CH:12]=[CH:13][C:8]([C:5]2[CH:4]=[CH:3][C:2]([C:33]#[C:32][Si:29]([CH3:31])([CH3:30])[CH3:28])=[CH:7][CH:6]=2)=[CH:9][C:10]=1[CH:16]1[C:21](=[O:22])[C:20]([CH3:24])([CH3:23])[O:19][C:18]([CH3:25])([CH3:26])[C:17]1=[O:27])[CH3:15]. (2) Given the reactants [Cl:1][C:2]1[CH:7]=[CH:6][C:5]([C:8]2[N:13]=[C:12]([OH:14])[CH:11]=[C:10]([C:15]3[CH:20]=[CH:19][CH:18]=[CH:17][CH:16]=3)[N:9]=2)=[CH:4][CH:3]=1.Br[CH2:22][C:23]1[CH:32]=[CH:31][C:26]([C:27]([O:29]C)=[O:28])=[CH:25][CH:24]=1, predict the reaction product. The product is: [Cl:1][C:2]1[CH:3]=[CH:4][C:5]([C:8]2[N:13]=[C:12]([O:14][CH2:22][C:23]3[CH:32]=[CH:31][C:26]([C:27]([OH:29])=[O:28])=[CH:25][CH:24]=3)[CH:11]=[C:10]([C:15]3[CH:20]=[CH:19][CH:18]=[CH:17][CH:16]=3)[N:9]=2)=[CH:6][CH:7]=1. (3) Given the reactants Br[C:2]1[CH:3]=[CH:4][C:5]([N+:8]([O-:10])=[O:9])=[N:6][CH:7]=1.[CH2:11]([NH2:13])[CH3:12], predict the reaction product. The product is: [CH2:11]([NH:13][C:2]1[CH:3]=[CH:4][C:5]([N+:8]([O-:10])=[O:9])=[N:6][CH:7]=1)[CH3:12]. (4) Given the reactants C(OC([N:6]1[CH2:11][CH2:10][CH:9]([C:12]2[C:20]3[C:15](=[CH:16][CH:17]=[CH:18][CH:19]=3)[N:14]([CH2:21][CH2:22][C:23]3[CH:27]=[CH:26][S:25][CH:24]=3)[CH:13]=2)[CH2:8][CH2:7]1)=O)C.[OH-].[K+], predict the reaction product. The product is: [NH:6]1[CH2:11][CH2:10][CH:9]([C:12]2[C:20]3[C:15](=[CH:16][CH:17]=[CH:18][CH:19]=3)[N:14]([CH2:21][CH2:22][C:23]3[CH:27]=[CH:26][S:25][CH:24]=3)[CH:13]=2)[CH2:8][CH2:7]1. (5) Given the reactants [OH-].[Li+].C[O:4][C:5]([C:7]1[CH:8]=[C:9]([Cl:34])[C:10]([C:13]2[CH:14]=[N:15][C:16]([C:19]3[NH:23][C:22]4[CH:24]=[C:25]([N:28]5[CH2:33][CH2:32][O:31][CH2:30][CH2:29]5)[CH:26]=[CH:27][C:21]=4[N:20]=3)=[CH:17][CH:18]=2)=[N:11][CH:12]=1)=[O:6], predict the reaction product. The product is: [Cl:34][C:9]1[C:10]([C:13]2[CH:14]=[N:15][C:16]([C:19]3[NH:23][C:22]4[CH:24]=[C:25]([N:28]5[CH2:29][CH2:30][O:31][CH2:32][CH2:33]5)[CH:26]=[CH:27][C:21]=4[N:20]=3)=[CH:17][CH:18]=2)=[N:11][CH:12]=[C:7]([C:5]([OH:6])=[O:4])[CH:8]=1.